Dataset: Full USPTO retrosynthesis dataset with 1.9M reactions from patents (1976-2016). Task: Predict the reactants needed to synthesize the given product. (1) The reactants are: [CH3:1][C:2]1[N:7]=[C:6]([C:8]2[CH:13]=[CH:12][CH:11]=[C:10]([C:14]3[CH:15]=[C:16]([S:20](Cl)(=[O:22])=[O:21])[CH:17]=[CH:18][CH:19]=3)[N:9]=2)[CH:5]=[C:4]([C:24]2[CH:29]=[CH:28][C:27]([C:30]([F:33])([F:32])[F:31])=[CH:26][CH:25]=2)[CH:3]=1.[CH3:34][O:35][CH2:36][CH2:37][NH2:38]. Given the product [CH3:34][O:35][CH2:36][CH2:37][NH:38][S:20]([C:16]1[CH:17]=[CH:18][CH:19]=[C:14]([C:10]2[N:9]=[C:8]([C:6]3[CH:5]=[C:4]([C:24]4[CH:29]=[CH:28][C:27]([C:30]([F:31])([F:32])[F:33])=[CH:26][CH:25]=4)[CH:3]=[C:2]([CH3:1])[N:7]=3)[CH:13]=[CH:12][CH:11]=2)[CH:15]=1)(=[O:22])=[O:21], predict the reactants needed to synthesize it. (2) Given the product [NH2:35][C:31]1[CH:30]=[C:29]([CH:26]2[CH2:27][CH2:28][N:23]([C:8](=[O:10])[CH2:7][N:6]3[C:2]([CH3:1])=[CH:3][C:4]([C:11]([F:14])([F:13])[F:12])=[N:5]3)[CH2:24][CH2:25]2)[CH:34]=[CH:33][CH:32]=1, predict the reactants needed to synthesize it. The reactants are: [CH3:1][C:2]1[N:6]([CH2:7][C:8]([OH:10])=O)[N:5]=[C:4]([C:11]([F:14])([F:13])[F:12])[CH:3]=1.C(N(CC)CC)C.Cl.[NH:23]1[CH2:28][CH2:27][CH:26]([C:29]2[CH:30]=[C:31]([NH2:35])[CH:32]=[CH:33][CH:34]=2)[CH2:25][CH2:24]1. (3) Given the product [Cl:30][C:31]1[CH:37]=[C:36]([O:38][C:39]2[C:40]3[N:47]([CH3:48])[CH:46]=[CH:45][C:41]=3[N:42]=[CH:43][N:44]=2)[CH:35]=[CH:34][C:32]=1[NH:33][C:21]([NH:5][C:4]1[CH:6]=[C:7]([C:10]([F:11])([F:12])[F:13])[CH:8]=[CH:9][C:3]=1[O:2][CH3:1])=[O:22], predict the reactants needed to synthesize it. The reactants are: [CH3:1][O:2][C:3]1[CH:9]=[CH:8][C:7]([C:10]([F:13])([F:12])[F:11])=[CH:6][C:4]=1[NH2:5].N1C=CC=CC=1.Cl[C:21](OC1C=CC=CC=1)=[O:22].[Cl:30][C:31]1[CH:37]=[C:36]([O:38][C:39]2[C:40]3[N:47]([CH3:48])[CH:46]=[CH:45][C:41]=3[N:42]=[CH:43][N:44]=2)[CH:35]=[CH:34][C:32]=1[NH2:33].